This data is from Forward reaction prediction with 1.9M reactions from USPTO patents (1976-2016). The task is: Predict the product of the given reaction. (1) The product is: [Cl:37][C:38]1[CH:45]=[CH:44][C:15]([CH2:12][O:11][C:9]([NH:16][C:17]2[CH:18]=[C:19]([CH2:26][CH:27]([O:33][CH:34]([CH3:35])[CH3:36])[C:28]([OH:30])=[O:29])[CH:20]=[CH:21][C:22]=2[O:23][CH2:24][CH3:25])=[O:10])=[CH:40][CH:39]=1. Given the reactants [C:9](O[C:9]([O:11][C:12]([CH3:15])(C)C)=[O:10])([O:11][C:12](C)(C)[CH3:15])=[O:10].[NH2:16][C:17]1[CH:18]=[C:19]([CH2:26][CH:27]([O:33][CH:34]([CH3:36])[CH3:35])[C:28]([O:30]CC)=[O:29])[CH:20]=[CH:21][C:22]=1[O:23][CH2:24][CH3:25].[Cl:37][C:38]1[CH:45]=[CH:44]C(CO)=[CH:40][CH:39]=1, predict the reaction product. (2) Given the reactants C[Si](C)(C)[N-][Si](C)(C)C.[Li+].[Br:11][C:12]1[CH:13]=[C:14]([CH2:18][C:19]([O:21][CH3:22])=[O:20])[CH:15]=[CH:16][CH:17]=1.Br[CH2:24][CH2:25]Br.[Cl-].[NH4+], predict the reaction product. The product is: [Br:11][C:12]1[CH:13]=[C:14]([C:18]2([C:19]([O:21][CH3:22])=[O:20])[CH2:25][CH2:24]2)[CH:15]=[CH:16][CH:17]=1. (3) Given the reactants [C:1]([C:4]1[C:22](=[O:23])[C@@:8]2([CH3:24])[C:9]3[C:15]([OH:16])=[CH:14][C:13]([O:17][CH3:18])=[C:12]([C:19]([NH2:21])=[O:20])[C:10]=3[O:11][C:7]2=[CH:6][C:5]=1[OH:25])(=[O:3])[CH3:2].[CH2:26]([O:30][C:31]1[C:38]([CH3:39])=[C:37]([CH3:40])[C:34]([CH:35]=O)=[C:33]([CH3:41])[C:32]=1[CH3:42])[C:27]#[C:28][CH3:29].C([SiH](CC)CC)C.FC(F)(F)C(O)=O, predict the reaction product. The product is: [C:1]([C:4]1[C:22](=[O:23])[C@@:8]2([CH3:24])[C:9]3[C:15]([OH:16])=[CH:14][C:13]([O:17][CH3:18])=[C:12]([C:19]([NH:21][CH2:35][C:34]4[C:37]([CH3:40])=[C:38]([CH3:39])[C:31]([O:30][CH2:26][C:27]#[C:28][CH3:29])=[C:32]([CH3:42])[C:33]=4[CH3:41])=[O:20])[C:10]=3[O:11][C:7]2=[CH:6][C:5]=1[OH:25])(=[O:3])[CH3:2]. (4) The product is: [NH2:20][C:16]1[C:15]2[N:21]=[C:12]([S:11][C:3]3[C:2]([I:1])=[CH:10][C:6]4[O:7][CH2:8][O:9][C:5]=4[CH:4]=3)[N:13]([CH2:23][CH2:24][CH2:25][C:26]([O:28][CH2:29][CH3:30])=[O:27])[C:14]=2[CH:19]=[CH:18][N:17]=1. Given the reactants [I:1][C:2]1[C:3]([S:11][C:12]2[NH:13][C:14]3[CH:19]=[CH:18][N:17]=[C:16]([NH2:20])[C:15]=3[N:21]=2)=[CH:4][C:5]2[O:9][CH2:8][O:7][C:6]=2[CH:10]=1.Br[CH2:23][CH2:24][CH2:25][C:26]([O:28][CH2:29][CH3:30])=[O:27].C([O-])([O-])=O.[Cs+].[Cs+], predict the reaction product.